From a dataset of Forward reaction prediction with 1.9M reactions from USPTO patents (1976-2016). Predict the product of the given reaction. (1) Given the reactants [F:1][C:2]1[CH:3]=[C:4]([CH:8]=[CH:9][C:10]=1[CH3:11])[C:5]([OH:7])=[O:6].FC(F)(F)S(O)(=O)=O.[I:20]C1CC(=O)NC1=O.S([O-])([O-])(=O)=S.[Na+].[Na+], predict the reaction product. The product is: [F:1][C:2]1[CH:3]=[C:4]([CH:8]=[C:9]([I:20])[C:10]=1[CH3:11])[C:5]([OH:7])=[O:6]. (2) Given the reactants [CH:1]([C:3]1[CH:4]=[C:5]([C:11]2[CH:16]=[CH:15][C:14]([C:17]#[N:18])=[CH:13][CH:12]=2)[CH:6]=[CH:7][C:8]=1[O:9][CH3:10])=[O:2].[CH3:19][Mg]Br.C(OCC)C.O, predict the reaction product. The product is: [OH:2][CH:1]([C:3]1[CH:4]=[C:5]([C:11]2[CH:12]=[CH:13][C:14]([C:17]#[N:18])=[CH:15][CH:16]=2)[CH:6]=[CH:7][C:8]=1[O:9][CH3:10])[CH3:19]. (3) Given the reactants [Cl:1][C:2]1[CH:7]=[CH:6][C:5]([NH:8][C:9]([NH:11][C:12]2[N:13]=[C:14]([C:28](O)=[O:29])[N:15]([CH2:17][C:18]3[CH:23]=[CH:22][C:21]([C:24]([F:27])([F:26])[F:25])=[CH:20][CH:19]=3)[CH:16]=2)=[O:10])=[C:4]([CH3:31])[CH:3]=1.CN(C(ON1N=NC2C=CC=NC1=2)=[N+](C)C)C.F[P-](F)(F)(F)(F)F.[Cl:56][CH2:57][CH2:58][NH2:59].C(N(CC)C(C)C)(C)C, predict the reaction product. The product is: [Cl:56][CH2:57][CH2:58][NH:59][C:28]([C:14]1[N:15]([CH2:17][C:18]2[CH:19]=[CH:20][C:21]([C:24]([F:25])([F:27])[F:26])=[CH:22][CH:23]=2)[CH:16]=[C:12]([NH:11][C:9]([NH:8][C:5]2[CH:6]=[CH:7][C:2]([Cl:1])=[CH:3][C:4]=2[CH3:31])=[O:10])[N:13]=1)=[O:29]. (4) Given the reactants [F:1][C:2]1[CH:3]=[C:4]2[C:18](=[CH:19][CH:20]=1)[C:7]1[N:8]([CH3:17])[C:9]3[CH:10]=[C:11]([CH3:16])[CH:12]=[C:13]([CH3:15])[C:14]=3[C:6]=1[CH2:5]2.[Li]CCCC.[CH3:26][Si:27](Cl)([CH3:29])[CH3:28], predict the reaction product. The product is: [F:1][C:2]1[CH:3]=[C:4]2[C:18](=[CH:19][CH:20]=1)[C:7]1[N:8]([CH3:17])[C:9]3[CH:10]=[C:11]([CH3:16])[CH:12]=[C:13]([CH3:15])[C:14]=3[C:6]=1[CH:5]2[Si:27]([CH3:29])([CH3:28])[CH3:26]. (5) The product is: [CH3:1][O:2][C:3](=[O:16])[CH2:4][C:5]1[S:6][C:7]([C:10]2[N:11]=[C:12]([NH:15][C:68]([C:65]3[CH:66]=[CH:67][C:61]4[O:60][C:59]([CH2:58][NH:57][C:55]([O:54][C:50]([CH3:52])([CH3:51])[CH3:53])=[O:56])=[CH:63][C:62]=4[CH:64]=3)=[O:69])[S:13][CH:14]=2)=[CH:8][CH:9]=1. Given the reactants [CH3:1][O:2][C:3](=[O:16])[CH2:4][C:5]1[S:6][C:7]([C:10]2[N:11]=[C:12]([NH2:15])[S:13][CH:14]=2)=[CH:8][CH:9]=1.F[P-](F)(F)(F)(F)F.N1(O[P+](N2CCCC2)(N2CCCC2)N2CCCC2)C2C=CC=CC=2N=N1.[C:50]([O:54][C:55]([NH:57][CH2:58][C:59]1[O:60][C:61]2[CH:67]=[CH:66][C:65]([C:68](O)=[O:69])=[CH:64][C:62]=2[CH:63]=1)=[O:56])([CH3:53])([CH3:52])[CH3:51].CCN(C(C)C)C(C)C, predict the reaction product. (6) The product is: [CH3:1][O:2][C:3]([C:5]1[CH:10]=[CH:9][C:8]([C:19]2[CH:18]=[CH:17][CH:16]=[C:15]([CH:12]([CH3:14])[CH3:13])[CH:20]=2)=[CH:7][N:6]=1)=[O:4]. Given the reactants [CH3:1][O:2][C:3]([C:5]1[CH:10]=[CH:9][C:8](Br)=[CH:7][N:6]=1)=[O:4].[CH:12]([C:15]1[CH:16]=[C:17](B(O)O)[CH:18]=[CH:19][CH:20]=1)([CH3:14])[CH3:13].[F-].[Cs+], predict the reaction product. (7) Given the reactants C(Cl)(=O)C(Cl)=O.CS(C)=O.FC(F)(F)C([O-])=O.[NH:18]1[CH2:22][CH2:21][N:20]=[C:19]1[C:23]1[C:35]2[C:34]3[C:29](=[CH:30][CH:31]=[CH:32][CH:33]=3)[C:28](=[O:36])[C:27]=2[CH:26]=[CH:25][CH:24]=1, predict the reaction product. The product is: [NH:18]1[CH:22]=[CH:21][N:20]=[C:19]1[C:23]1[C:35]2[C:34]3[C:29](=[CH:30][CH:31]=[CH:32][CH:33]=3)[C:28](=[O:36])[C:27]=2[CH:26]=[CH:25][CH:24]=1. (8) Given the reactants [CH2:1]([C:8]1[S:12][C:11]([NH:13][C:14]([C:16]2[CH:21]=[CH:20][C:19]([CH:22]3[CH2:27][CH2:26][CH:25]([C:28]([O:30]C(C)(C)C)=[O:29])[CH2:24][CH2:23]3)=[CH:18][CH:17]=2)=[O:15])=[N:10][N:9]=1)[C:2]1[CH:7]=[CH:6][CH:5]=[CH:4][CH:3]=1.FC(F)(F)C(O)=O, predict the reaction product. The product is: [CH2:1]([C:8]1[S:12][C:11]([NH:13][C:14]([C:16]2[CH:17]=[CH:18][C:19]([CH:22]3[CH2:27][CH2:26][CH:25]([C:28]([OH:30])=[O:29])[CH2:24][CH2:23]3)=[CH:20][CH:21]=2)=[O:15])=[N:10][N:9]=1)[C:2]1[CH:7]=[CH:6][CH:5]=[CH:4][CH:3]=1. (9) The product is: [C:42]([CH2:44][C:45]([N:25]1[CH2:26][CH2:27][CH:22]([C:19]2[CH:18]=[CH:17][C:16]([NH:15][C:8]3[CH:7]=[C:6]([NH:5][CH2:4][C:3]4[CH:28]=[CH:29][CH:30]=[CH:31][C:2]=4[F:1])[C:11]([C:12]([NH2:14])=[O:13])=[CH:10][N:9]=3)=[CH:21][CH:20]=2)[CH2:23][CH2:24]1)=[O:46])#[N:43].[ClH:32]. Given the reactants [F:1][C:2]1[CH:31]=[CH:30][CH:29]=[CH:28][C:3]=1[CH2:4][NH:5][C:6]1[C:11]([C:12]([NH2:14])=[O:13])=[CH:10][N:9]=[C:8]([NH:15][C:16]2[CH:21]=[CH:20][C:19]([CH:22]3[CH2:27][CH2:26][NH:25][CH2:24][CH2:23]3)=[CH:18][CH:17]=2)[CH:7]=1.[ClH:32].CCN(C(C)C)C(C)C.[C:42]([CH2:44][C:45](O)=[O:46])#[N:43].F[P-](F)(F)(F)(F)F.N1(O[P+](N(C)C)(N(C)C)N(C)C)C2C=CC=CC=2N=N1, predict the reaction product.